Dataset: Cav3 T-type calcium channel HTS with 100,875 compounds. Task: Binary Classification. Given a drug SMILES string, predict its activity (active/inactive) in a high-throughput screening assay against a specified biological target. (1) The drug is O=c1n(c(=O)c2c3c1ccc(c3ccc2)C(O)=O)c1c(OC)cccc1. The result is 0 (inactive). (2) The compound is O1CCN(CC1)C(=O)CCc1c(n2nc(nc2nc1C)C)C. The result is 0 (inactive). (3) The molecule is S(c1n(c(nn1)C1CCCCC1)C)CC(=O)Nc1cc(ccc1)C(OCC)=O. The result is 0 (inactive). (4) The molecule is o1c(CNc2n(CCC)c3c(n2)cccc3)ccc1. The result is 0 (inactive). (5) The drug is S(CC(=O)Nc1cc(SC)ccc1)c1ccccc1. The result is 1 (active). (6) The molecule is S(=O)(=O)(N1CCCC1)c1ccc(NC(=O)c2c(OC)cc(OC)cc2)cc1. The result is 0 (inactive). (7) The drug is S(=O)(=O)(NCCSc1ccccc1)c1ccc(OCC)cc1. The result is 0 (inactive).